This data is from Reaction yield outcomes from USPTO patents with 853,638 reactions. The task is: Predict the reaction yield, written as a fraction of the theoretical maximum amount of product (1.0 means a 100% yield; for example, 0.34 means a 34% yield). (1) The reactants are [CH2:1]([O:8][C:9]([N:11]1[CH2:15][CH:14]2[C:16](=[O:21])[C:17]([F:20])([F:19])[CH2:18][CH:13]2[CH2:12]1)=[O:10])[C:2]1[CH:7]=[CH:6][CH:5]=[CH:4][CH:3]=1.C([BH-](C(CC)C)C(CC)C)(CC)C.[Li+].OO. The catalyst is O1CCCC1. The product is [CH2:1]([O:8][C:9]([N:11]1[CH2:15][CH:14]2[CH:16]([OH:21])[C:17]([F:20])([F:19])[CH2:18][CH:13]2[CH2:12]1)=[O:10])[C:2]1[CH:7]=[CH:6][CH:5]=[CH:4][CH:3]=1. The yield is 0.330. (2) The reactants are [NH2:1][C:2]1[N:7]=[CH:6][N:5]=[C:4]2[N:8]([C@@H:12]3[CH2:17][CH2:16][CH2:15][N:14]([C:18]([O:20][C:21]([CH3:24])([CH3:23])[CH3:22])=[O:19])[CH2:13]3)[N:9]=[C:10](I)[C:3]=12.[F:25][C:26]1[CH:31]=[C:30]([O:32][C:33]2[CH:38]=[CH:37][CH:36]=[CH:35][CH:34]=2)[CH:29]=[CH:28][C:27]=1B(O)O.C(=O)([O-])[O-].[Na+].[Na+].COCCOC. The catalyst is C1C=CC([P]([Pd]([P](C2C=CC=CC=2)(C2C=CC=CC=2)C2C=CC=CC=2)([P](C2C=CC=CC=2)(C2C=CC=CC=2)C2C=CC=CC=2)[P](C2C=CC=CC=2)(C2C=CC=CC=2)C2C=CC=CC=2)(C2C=CC=CC=2)C2C=CC=CC=2)=CC=1.O. The product is [NH2:1][C:2]1[N:7]=[CH:6][N:5]=[C:4]2[N:8]([C@@H:12]3[CH2:17][CH2:16][CH2:15][N:14]([C:18]([O:20][C:21]([CH3:24])([CH3:23])[CH3:22])=[O:19])[CH2:13]3)[N:9]=[C:10]([C:27]3[CH:28]=[CH:29][C:30]([O:32][C:33]4[CH:38]=[CH:37][CH:36]=[CH:35][CH:34]=4)=[CH:31][C:26]=3[F:25])[C:3]=12. The yield is 0.700. (3) The reactants are [NH2:1][C@@H:2]1[CH2:7][CH2:6][N:5]([CH2:8][CH2:9][N:10]2[C:19]3[C:14](=[C:15]([F:21])[CH:16]=[C:17]([F:20])[CH:18]=3)[CH:13]=[CH:12][C:11]2=[O:22])[CH2:4][C@H:3]1[C:23]([O:25][CH3:26])=[O:24].[F:27][C:28]1[CH:33]=[CH:32][C:31]([F:34])=[CH:30][C:29]=1/[CH:35]=[CH:36]/[CH:37]=O.C(O[BH-](OC(=O)C)OC(=O)C)(=O)C.[Na+]. The catalyst is ClCCl.CN(C)C=O. The yield is 0.430. The product is [F:21][C:15]1[CH:16]=[C:17]([F:20])[CH:18]=[C:19]2[C:14]=1[CH:13]=[CH:12][C:11](=[O:22])[N:10]2[CH2:9][CH2:8][N:5]1[CH2:6][CH2:7][C@@H:2]([NH:1][CH2:37]/[CH:36]=[CH:35]/[C:29]2[CH:30]=[C:31]([F:34])[CH:32]=[CH:33][C:28]=2[F:27])[C@H:3]([C:23]([O:25][CH3:26])=[O:24])[CH2:4]1. (4) The reactants are [C:1]([C:3]1[CH:7]=[C:6]([C:8](=[O:27])[CH:9]([C:13]2[CH:18]=[CH:17][C:16]([N:19]3[CH:24]=[CH:23][CH:22]=[CH:21][C:20]3=[O:25])=[CH:15][C:14]=2[F:26])C([O-])=O)[N:5]([C:28]2[CH:33]=[CH:32][C:31]([O:34][CH3:35])=[CH:30][CH:29]=2)[N:4]=1)#[N:2].CO.S(O)(O)(=O)=O.C(=O)([O-])O. The catalyst is C(OCC)(=O)C. The product is [F:26][C:14]1[CH:15]=[C:16]([N:19]2[CH:24]=[CH:23][CH:22]=[CH:21][C:20]2=[O:25])[CH:17]=[CH:18][C:13]=1[CH2:9][C:8]([C:6]1[N:5]([C:28]2[CH:29]=[CH:30][C:31]([O:34][CH3:35])=[CH:32][CH:33]=2)[N:4]=[C:3]([C:1]#[N:2])[CH:7]=1)=[O:27]. The yield is 0.850.